The task is: Predict which catalyst facilitates the given reaction.. This data is from Catalyst prediction with 721,799 reactions and 888 catalyst types from USPTO. Reactant: [Br:1][C:2]1[CH:3]=[C:4]([NH:10][C:11]2[CH:16]=[CH:15][C:14]([C:17]([N:19]3[CH2:24][CH2:23][O:22][CH2:21][CH2:20]3)=O)=[CH:13][N:12]=2)[C:5](=[O:9])[N:6]([CH3:8])[CH:7]=1. Product: [Br:1][C:2]1[CH:3]=[C:4]([NH:10][C:11]2[CH:16]=[CH:15][C:14]([CH2:17][N:19]3[CH2:24][CH2:23][O:22][CH2:21][CH2:20]3)=[CH:13][N:12]=2)[C:5](=[O:9])[N:6]([CH3:8])[CH:7]=1. The catalyst class is: 7.